The task is: Predict the reactants needed to synthesize the given product.. This data is from Full USPTO retrosynthesis dataset with 1.9M reactions from patents (1976-2016). (1) Given the product [CH:8]1([NH:11][C:12]2[N:17]3[N:18]=[CH:19][C:20]([CH:21]=[C:7]4[C:5](=[O:6])[NH:4][C:2](=[O:3])[NH:1]4)=[C:16]3[N:15]=[C:14]([N:23]3[CH2:28][CH2:27][N:26]([C:29]4[N:36]=[CH:35][CH:34]=[CH:33][C:30]=4[C:31]#[N:32])[CH2:25][CH2:24]3)[C:13]=2[CH3:37])[CH2:9][CH2:10]1, predict the reactants needed to synthesize it. The reactants are: [NH:1]1[CH2:7][C:5](=[O:6])[NH:4][C:2]1=[O:3].[CH:8]1([NH:11][C:12]2[N:17]3[N:18]=[CH:19][C:20]([CH:21]=O)=[C:16]3[N:15]=[C:14]([N:23]3[CH2:28][CH2:27][N:26]([C:29]4[N:36]=[CH:35][CH:34]=[CH:33][C:30]=4[C:31]#[N:32])[CH2:25][CH2:24]3)[C:13]=2[CH3:37])[CH2:10][CH2:9]1.N1CCCCC1. (2) Given the product [NH2:1][C:2]1[N:7]=[CH:6][C:5](/[CH:8]=[CH:9]/[C:10]([NH:12][CH2:13][CH:14]2[CH2:18][C:17]3[CH:19]=[C:20]([B:28]4[O:29][C:30]([CH3:32])([CH3:31])[C:26]([CH3:41])([CH3:25])[O:27]4)[CH:21]=[C:22]([Cl:23])[C:16]=3[O:15]2)=[O:11])=[CH:4][CH:3]=1, predict the reactants needed to synthesize it. The reactants are: [NH2:1][C:2]1[N:7]=[CH:6][C:5](/[CH:8]=[CH:9]/[C:10]([NH:12][CH2:13][CH:14]2[CH2:18][C:17]3[CH:19]=[C:20](Br)[CH:21]=[C:22]([Cl:23])[C:16]=3[O:15]2)=[O:11])=[CH:4][CH:3]=1.[CH3:25][C:26]1([CH3:41])[C:30]([CH3:32])([CH3:31])[O:29][B:28](B2OC(C)(C)C(C)O2)[O:27]1.C([O-])(=O)C.[K+]. (3) Given the product [Br:11][C:5]1[CH:6]=[C:7]([C:8]([OH:10])=[O:9])[C:2]([OH:1])=[N:3][CH:4]=1, predict the reactants needed to synthesize it. The reactants are: [OH:1][C:2]1[C:7]([C:8]([OH:10])=[O:9])=[CH:6][CH:5]=[CH:4][N:3]=1.[Br:11]Br. (4) Given the product [N:11]1([C:17]2[N:18]=[C:19]([CH2:24][C:25]([O:27][CH2:28][CH3:29])=[O:26])[N:20]([C:30]3[CH:35]=[CH:34][CH:33]=[CH:32][CH:31]=3)[C:21](=[O:23])[CH:22]=2)[CH2:12][CH2:13][O:14][CH2:15][CH2:16]1, predict the reactants needed to synthesize it. The reactants are: C[Si]([N-][Si](C)(C)C)(C)C.[Na+].[N:11]1([C:17]2[N:18]=[C:19]([CH2:24][C:25]([O:27][CH2:28][CH3:29])=[O:26])[NH:20][C:21](=[O:23])[CH:22]=2)[CH2:16][CH2:15][O:14][CH2:13][CH2:12]1.[C:30]1(B(O)O)[CH:35]=[CH:34][CH:33]=[CH:32][CH:31]=1. (5) Given the product [C:1]([N:31]=[N+:32]=[N-:33])(=[O:9])[C:2]1[CH:7]=[CH:6][CH:5]=[N:4][CH:3]=1, predict the reactants needed to synthesize it. The reactants are: [C:1]([OH:9])(=O)[C:2]1[CH:7]=[CH:6][CH:5]=[N:4][CH:3]=1.C(N(CC)CC)C.C1(P([N:31]=[N+:32]=[N-:33])(C2C=CC=CC=2)=O)C=CC=CC=1. (6) Given the product [C:34]1([C:37]2[CH:38]=[CH:39][CH:40]=[CH:41][CH:42]=2)[CH:33]=[CH:32][C:31]([C:30]2[C:20]([C:23]3[CH:43]=[CH:25][CH:26]=[CH:27][CH:28]=3)=[C:19]3[C:8](=[C:7]([C:4]4[CH:50]=[CH:51][CH:46]=[CH:47][CH:48]=4)[CH:21]=2)[C:9]2=[C:14]4[C:15]3=[CH:16][CH:17]=[CH:18][C:13]4=[CH:12][CH:11]=[CH:10]2)=[CH:36][CH:35]=1, predict the reactants needed to synthesize it. The reactants are: C1C=C[C:4]([C:7]2[C:21](=O)[C:20]([C:23]3[CH:28]=[CH:27][CH:26]=[CH:25]C=3)=[C:19]3[C:8]=2[C:9]2[C:14]4[C:15]3=[CH:16][CH:17]=[CH:18][C:13]=4[CH:12]=[CH:11][CH:10]=2)=CC=1.C#[C:30][C:31]1[CH:36]=[CH:35][C:34]([C:37]2[CH:42]=[CH:41][CH:40]=[CH:39][CH:38]=2)=[CH:33][CH:32]=1.[CH3:43]O.Cl[C:46]1[CH:51]=[CH:50]C=[CH:48][C:47]=1Cl. (7) Given the product [OH:12][C@@H:13]1[C@@H:18]([CH3:19])[CH2:17][N:16]([C:20]2[C:25]([N+:26]([O-:28])=[O:27])=[CH:24][N+:23]([O-:9])=[C:22]3[CH2:29][CH2:30][CH2:31][C:21]=23)[CH2:15][C@H:14]1[NH:32][C:33](=[O:39])[O:34][C:35]([CH3:38])([CH3:37])[CH3:36], predict the reactants needed to synthesize it. The reactants are: C1C=C(Cl)C=C(C(OO)=[O:9])C=1.[OH:12][C@@H:13]1[C@@H:18]([CH3:19])[CH2:17][N:16]([C:20]2[C:25]([N+:26]([O-:28])=[O:27])=[CH:24][N:23]=[C:22]3[CH2:29][CH2:30][CH2:31][C:21]=23)[CH2:15][C@H:14]1[NH:32][C:33](=[O:39])[O:34][C:35]([CH3:38])([CH3:37])[CH3:36]. (8) Given the product [F:29][CH:27]([F:28])[C:25]1[CH:24]=[C:23]([C:30]2[CH:31]=[CH:32][C:33]([C:36]([F:37])([F:39])[F:38])=[CH:34][CH:35]=2)[N:22]=[C:21]([C:17]2[CH:16]=[C:15]([C:11]3[CH:12]=[CH:13][CH:14]=[C:9]([S:6]([NH2:5])(=[O:7])=[O:8])[CH:10]=3)[CH:20]=[CH:19][CH:18]=2)[N:26]=1, predict the reactants needed to synthesize it. The reactants are: C([NH:5][S:6]([C:9]1[CH:10]=[C:11]([C:15]2[CH:20]=[CH:19][CH:18]=[C:17]([C:21]3[N:26]=[C:25]([CH:27]([F:29])[F:28])[CH:24]=[C:23]([C:30]4[CH:35]=[CH:34][C:33]([C:36]([F:39])([F:38])[F:37])=[CH:32][CH:31]=4)[N:22]=3)[CH:16]=2)[CH:12]=[CH:13][CH:14]=1)(=[O:8])=[O:7])(C)(C)C.C(O)(C(F)(F)F)=O. (9) Given the product [CH2:1]([C@:3]12[CH2:31][CH2:30][C:25](=[O:26])[CH2:24][C@H:4]1[CH2:5][CH2:6][O:7][C:8]1[C:9]2=[CH:10][C:11]2[CH:12]=[N:13][N:14]([C:17]3[CH:22]=[CH:21][N:20]=[C:19]([CH3:23])[CH:18]=3)[C:15]=2[CH:16]=1)[CH3:2], predict the reactants needed to synthesize it. The reactants are: [CH2:1]([C:3]12[CH2:31][CH2:30][C:25]3(OCC[O:26]3)[CH2:24][CH:4]1[CH2:5][CH2:6][O:7][C:8]1[C:9]2=[CH:10][C:11]2[CH:12]=[N:13][N:14]([C:17]3[CH:22]=[CH:21][N:20]=[C:19]([CH3:23])[CH:18]=3)[C:15]=2[CH:16]=1)[CH3:2].CC1C=CC(S(O)(=O)=O)=CC=1. (10) Given the product [CH3:17][C:10]1[CH:9]=[C:8]([CH:13]=[CH:12][C:11]=1[N+:14]([O-:16])=[O:15])[CH2:7][N:5]1[CH:6]=[C:2]([C:26]([F:29])([F:28])[C:25]([F:30])([F:31])[C:24]([F:32])([F:33])[C:23]([F:35])([F:34])[F:22])[C:3]([C:18]([F:21])([F:20])[F:19])=[N:4]1, predict the reactants needed to synthesize it. The reactants are: I[C:2]1[C:3]([C:18]([F:21])([F:20])[F:19])=[N:4][N:5]([CH2:7][C:8]2[CH:13]=[CH:12][C:11]([N+:14]([O-:16])=[O:15])=[C:10]([CH3:17])[CH:9]=2)[CH:6]=1.[F:22][C:23]([F:35])([F:34])[C:24]([F:33])([F:32])[C:25]([F:31])([F:30])[C:26]([F:29])([F:28])I.CN(C=O)C.